Dataset: Blood-brain barrier permeability classification from the B3DB database. Task: Regression/Classification. Given a drug SMILES string, predict its absorption, distribution, metabolism, or excretion properties. Task type varies by dataset: regression for continuous measurements (e.g., permeability, clearance, half-life) or binary classification for categorical outcomes (e.g., BBB penetration, CYP inhibition). Dataset: b3db_classification. (1) The drug is CCOC(=O)C(CCc1ccccc1)NC(C)C(=O)N1CC2(CC1C(=O)O)SCCS2. The result is 0 (does not penetrate BBB). (2) The compound is CC[C@@H](CO)NC(=O)[C@@H]1C=C2c3cccc4[nH]cc(c34)C[C@H]2N(C)C1. The result is 0 (does not penetrate BBB). (3) The compound is COc1ccc(Cl)cc1C(=O)NCCc1ccc(S(=O)(=O)NC(=O)NC2CCCCC2)cc1. The result is 1 (penetrates BBB). (4) The result is 0 (does not penetrate BBB). The drug is Cc1ccn(-c2cc(Cl)ccc2[C@@H](Oc2cc(-c3ccc(C[C@H](N)C(=O)O)cc3)nc(N)n2)C(F)(F)F)n1.